The task is: Predict which catalyst facilitates the given reaction.. This data is from Catalyst prediction with 721,799 reactions and 888 catalyst types from USPTO. (1) Reactant: [CH3:1][C:2]1([CH3:23])[O:7][CH2:6][CH2:5][N:4]([C:8]2[CH:9]=[N:10][C:11]([N:17]3[CH2:22][CH2:21][O:20][CH2:19][CH2:18]3)=[C:12]([N+:14]([O-])=O)[CH:13]=2)[CH2:3]1. Product: [CH3:1][C:2]1([CH3:23])[CH2:3][N:4]([C:8]2[CH:13]=[C:12]([NH2:14])[C:11]([N:17]3[CH2:18][CH2:19][O:20][CH2:21][CH2:22]3)=[N:10][CH:9]=2)[CH2:5][CH2:6][O:7]1. The catalyst class is: 19. (2) Reactant: [F:1][CH:2]([CH2:5][N:6]1[C:15]2[C:10](=[CH:11][CH:12]=[C:13]([O:16][CH3:17])[CH:14]=2)[N:9]=[CH:8][C:7]1=[O:18])[CH2:3]O.[NH2:19][CH:20]1[CH2:24][N:23]([C:25]2[CH:26]=[CH:27][C:28]3[O:33][CH2:32][C:31](=[O:34])[NH:30][C:29]=3[CH:35]=2)[C:22](=[O:36])[CH2:21]1.C(O)(=O)C.S([O-])([O-])(=O)=O.[Na+].[Na+].C(O[BH-](OC(=O)C)OC(=O)C)(=O)C.[Na+]. Product: [F:1][CH:2]([CH2:5][N:6]1[C:15]2[C:10](=[CH:11][CH:12]=[C:13]([O:16][CH3:17])[CH:14]=2)[N:9]=[CH:8][C:7]1=[O:18])[CH2:3][NH:19][CH:20]1[CH2:24][N:23]([C:25]2[CH:26]=[CH:27][C:28]3[O:33][CH2:32][C:31](=[O:34])[NH:30][C:29]=3[CH:35]=2)[C:22](=[O:36])[CH2:21]1. The catalyst class is: 120. (3) Reactant: [CH3:1][C:2]1[CH:3]=[N:4][CH:5]=[C:6]([C:8]#[C:9][Si](C)(C)C)[CH:7]=1.C([O-])([O-])=O.[K+].[K+]. Product: [C:8]([C:6]1[CH:5]=[N:4][CH:3]=[C:2]([CH3:1])[CH:7]=1)#[CH:9]. The catalyst class is: 5. (4) Reactant: C([O:8][C:9](=[O:25])[CH2:10][CH2:11][C:12]#[C:13][C:14]1[CH:19]=[CH:18][CH:17]=[C:16]([O:20][C:21]([F:24])([F:23])[F:22])[CH:15]=1)C1C=CC=CC=1.[Li+].[OH-]. Product: [F:22][C:21]([F:23])([F:24])[O:20][C:16]1[CH:15]=[C:14]([C:13]#[C:12][CH2:11][CH2:10][C:9]([OH:25])=[O:8])[CH:19]=[CH:18][CH:17]=1. The catalyst class is: 36. (5) Reactant: [C:1]1([C:23]2[CH:28]=[CH:27][CH:26]=[CH:25][CH:24]=2)[CH:6]=[CH:5][C:4]([CH2:7][C@@H:8]([NH:15][C:16]([O:18][C:19]([CH3:22])([CH3:21])[CH3:20])=[O:17])[CH2:9][C:10](=[CH2:14])[C:11]([OH:13])=[O:12])=[CH:3][CH:2]=1.[H][H]. Product: [C:1]1([C:23]2[CH:24]=[CH:25][CH:26]=[CH:27][CH:28]=2)[CH:2]=[CH:3][C:4]([CH2:7][C@@H:8]([NH:15][C:16]([O:18][C:19]([CH3:22])([CH3:20])[CH3:21])=[O:17])[CH2:9][C@@H:10]([CH3:14])[C:11]([OH:13])=[O:12])=[CH:5][CH:6]=1. The catalyst class is: 63.